This data is from NCI-60 drug combinations with 297,098 pairs across 59 cell lines. The task is: Regression. Given two drug SMILES strings and cell line genomic features, predict the synergy score measuring deviation from expected non-interaction effect. Drug 1: CC1CCC2CC(C(=CC=CC=CC(CC(C(=O)C(C(C(=CC(C(=O)CC(OC(=O)C3CCCCN3C(=O)C(=O)C1(O2)O)C(C)CC4CCC(C(C4)OC)O)C)C)O)OC)C)C)C)OC. Drug 2: CC1C(C(CC(O1)OC2CC(CC3=C2C(=C4C(=C3O)C(=O)C5=CC=CC=C5C4=O)O)(C(=O)C)O)N)O. Cell line: SN12C. Synergy scores: CSS=49.4, Synergy_ZIP=10.4, Synergy_Bliss=8.37, Synergy_Loewe=8.57, Synergy_HSA=10.4.